From a dataset of Full USPTO retrosynthesis dataset with 1.9M reactions from patents (1976-2016). Predict the reactants needed to synthesize the given product. (1) Given the product [Cl:11][C:7]1[N:6]=[C:5]2[NH:4][C:3](=[O:12])[C:2](=[O:14])[C:10]2=[CH:9][CH:8]=1, predict the reactants needed to synthesize it. The reactants are: Br[C:2]1(Br)[C:10]2[C:5](=[N:6][C:7]([Cl:11])=[CH:8][CH:9]=2)[NH:4][C:3]1=[O:12].[OH2:14]. (2) Given the product [F:18][C:19]([F:25])([F:24])[CH2:20][CH2:21][CH2:22][NH:23][C:15]([C:4]1[C:3]2[C:7](=[CH:8][CH:9]=[CH:10][C:2]=2[Cl:1])[N:6]([CH:11]2[CH2:12][O:13][CH2:14]2)[CH:5]=1)=[O:17], predict the reactants needed to synthesize it. The reactants are: [Cl:1][C:2]1[CH:10]=[CH:9][CH:8]=[C:7]2[C:3]=1[C:4]([C:15]([OH:17])=O)=[CH:5][N:6]2[CH:11]1[CH2:14][O:13][CH2:12]1.[F:18][C:19]([F:25])([F:24])[CH2:20][CH2:21][CH2:22][NH2:23]. (3) Given the product [C:10]([O:14][C:15](=[O:31])[CH2:16][N:17]1[CH:21]=[C:20]([C:5]2[CH:6]=[CH:7][C:2]([Br:1])=[CH:3][C:4]=2[F:9])[CH:19]=[N:18]1)([CH3:13])([CH3:11])[CH3:12], predict the reactants needed to synthesize it. The reactants are: [Br:1][C:2]1[CH:7]=[CH:6][C:5](I)=[C:4]([F:9])[CH:3]=1.[C:10]([O:14][C:15](=[O:31])[CH2:16][N:17]1[CH:21]=[C:20](B2OC(C)(C)C(C)(C)O2)[CH:19]=[N:18]1)([CH3:13])([CH3:12])[CH3:11].C(=O)([O-])[O-].[Na+].[Na+].